From a dataset of Full USPTO retrosynthesis dataset with 1.9M reactions from patents (1976-2016). Predict the reactants needed to synthesize the given product. (1) The reactants are: [ClH:1].[N+:2]([C:5]1[CH:18]=[CH:17][C:8]([CH:9]=[N:10][C:11](=[C:14](Cl)Cl)[C:12]#[N:13])=[CH:7][CH:6]=1)([O-:4])=[O:3].[O:19]1CCOCC1. Given the product [Cl:1][C:12]1[N:13]=[C:9]([C:8]2[CH:17]=[CH:18][C:5]([N+:2]([O-:4])=[O:3])=[CH:6][CH:7]=2)[NH:10][C:11]=1[CH:14]=[O:19], predict the reactants needed to synthesize it. (2) The reactants are: [CH:1]1[C:10]2[C:5](=[CH:6][CH:7]=[CH:8][CH:9]=2)[CH:4]=[CH:3][C:2]=1[C:11]1[C:15]2=[N:16][C:17]([C:20]#[N:21])=[CH:18][CH:19]=[C:14]2[N:13](C(C2C=CC=CC=2)(C2C=CC=CC=2)C2C=CC=CC=2)[N:12]=1.FC(F)(F)C(O)=O.C(=O)([O-])O.[Na+]. Given the product [CH:1]1[C:10]2[C:5](=[CH:6][CH:7]=[CH:8][CH:9]=2)[CH:4]=[CH:3][C:2]=1[C:11]1[C:15]2=[N:16][C:17]([C:20]#[N:21])=[CH:18][CH:19]=[C:14]2[NH:13][N:12]=1, predict the reactants needed to synthesize it.